From a dataset of NCI-60 drug combinations with 297,098 pairs across 59 cell lines. Regression. Given two drug SMILES strings and cell line genomic features, predict the synergy score measuring deviation from expected non-interaction effect. Drug 1: CC(C)(C#N)C1=CC(=CC(=C1)CN2C=NC=N2)C(C)(C)C#N. Drug 2: C1CCC(C(C1)N)N.C(=O)(C(=O)[O-])[O-].[Pt+4]. Cell line: MALME-3M. Synergy scores: CSS=11.7, Synergy_ZIP=-4.80, Synergy_Bliss=-4.26, Synergy_Loewe=-1.62, Synergy_HSA=-1.99.